Dataset: Full USPTO retrosynthesis dataset with 1.9M reactions from patents (1976-2016). Task: Predict the reactants needed to synthesize the given product. (1) The reactants are: [Cl:1][C:2]1[N:7]=[CH:6][C:5]([C:8]([OH:10])=O)=[CH:4][CH:3]=1.S(Cl)(Cl)=O.[NH2:15][C:16]1[N:21]=[C:20]([N:22]([CH3:29])[C:23]2[CH:28]=[CH:27][CH:26]=[CH:25][CH:24]=2)[N:19]=[C:18]([C:30](=[NH:33])[NH:31]O)[N:17]=1.NC1N=C(N(C)C2C=CC=C(C)C=2)N=C(C(NO)=N)N=1. Given the product [Cl:1][C:2]1[N:7]=[CH:6][C:5]([C:8]2[O:10][N:33]=[C:30]([C:18]3[N:19]=[C:20]([N:22]([CH3:29])[C:23]4[CH:28]=[CH:27][CH:26]=[CH:25][CH:24]=4)[N:21]=[C:16]([NH2:15])[N:17]=3)[N:31]=2)=[CH:4][CH:3]=1, predict the reactants needed to synthesize it. (2) Given the product [Si:13]([O:1][CH2:2][C@H:3]1[NH:7][C:6](=[O:8])[CH2:5][CH2:4]1)([C:9]([CH3:12])([CH3:11])[CH3:10])([C:20]1[CH:21]=[CH:22][CH:23]=[CH:24][CH:25]=1)[C:14]1[CH:19]=[CH:18][CH:17]=[CH:16][CH:15]=1, predict the reactants needed to synthesize it. The reactants are: [OH:1][CH2:2][C@H:3]1[NH:7][C:6](=[O:8])[CH2:5][CH2:4]1.[C:9]([Si:13](Cl)([C:20]1[CH:25]=[CH:24][CH:23]=[CH:22][CH:21]=1)[C:14]1[CH:19]=[CH:18][CH:17]=[CH:16][CH:15]=1)([CH3:12])([CH3:11])[CH3:10].CCN(CC)CC.N1CCCC1=O. (3) The reactants are: [ClH:1].[O:2]1[C:11]2[CH:10]=[C:9]([CH2:12][NH:13][C@H:14]3[CH2:18][CH2:17][NH:16][CH2:15]3)[N:8]=[CH:7][C:6]=2[O:5][CH2:4][CH2:3]1.C[O-].[Na+].CO.[F:24][C:25]1[CH:34]=[C:33]2[C:28]([CH:29]=[CH:30][C:31](=[O:38])[N:32]2[CH2:35][CH:36]=O)=[N:27][CH:26]=1.C([BH3-])#N.[Na+].C(=O)([O-])O.[Na+]. Given the product [ClH:1].[O:2]1[C:11]2[CH:10]=[C:9]([CH2:12][NH:13][C@H:14]3[CH2:18][CH2:17][N:16]([CH2:36][CH2:35][N:32]4[C:33]5[C:28](=[N:27][CH:26]=[C:25]([F:24])[CH:34]=5)[CH:29]=[CH:30][C:31]4=[O:38])[CH2:15]3)[N:8]=[CH:7][C:6]=2[O:5][CH2:4][CH2:3]1, predict the reactants needed to synthesize it. (4) Given the product [NH2:10][CH2:11][CH2:12][CH2:13][CH2:14][C:15]1[CH:16]=[CH:17][C:18]([CH2:21][CH2:22][CH2:23][CH:24]([NH:26][CH2:27][C@@H:28]([C:30]2[CH:35]=[CH:34][C:33]([OH:36])=[C:32]([NH:44][CH:45]=[O:46])[CH:31]=2)[OH:29])[CH3:25])=[CH:19][CH:20]=1, predict the reactants needed to synthesize it. The reactants are: C(OC(=O)[NH:10][CH2:11][CH2:12][CH2:13][CH2:14][C:15]1[CH:20]=[CH:19][C:18]([CH2:21][CH2:22][CH2:23][CH:24]([NH:26][CH2:27][C@@H:28]([C:30]2[CH:35]=[CH:34][C:33]([O:36]CC3C=CC=CC=3)=[C:32]([NH:44][CH:45]=[O:46])[CH:31]=2)[OH:29])[CH3:25])=[CH:17][CH:16]=1)C1C=CC=CC=1.C(O)C. (5) Given the product [Cl:1][C:2]1[C:10]([N+:11]([O-:13])=[O:12])=[CH:9][CH:8]=[CH:7][C:3]=1[CH2:4][OH:5], predict the reactants needed to synthesize it. The reactants are: [Cl:1][C:2]1[C:10]([N+:11]([O-:13])=[O:12])=[CH:9][CH:8]=[CH:7][C:3]=1[C:4](O)=[O:5].C(Cl)(=O)C(Cl)=O. (6) Given the product [CH3:24][O:28][C:21]1[CH:22]=[CH:23][C:18]([N:17]([CH3:16])[C:2]2[C:3]3[C:11]4[CH2:12][CH2:13][CH2:14][CH2:15][C:10]=4[O:9][C:4]=3[N:5]=[C:6]([CH3:8])[N:7]=2)=[CH:19][CH:20]=1, predict the reactants needed to synthesize it. The reactants are: Cl[C:2]1[C:3]2[C:11]3[CH2:12][CH2:13][CH2:14][CH2:15][C:10]=3[O:9][C:4]=2[N:5]=[C:6]([CH3:8])[N:7]=1.[CH3:16][NH:17][C:18]1[CH:23]=[CH:22][CH:21]=[CH:20][CH:19]=1.[CH2:24]([OH:28])CCC.CO.